Dataset: Reaction yield outcomes from USPTO patents with 853,638 reactions. Task: Predict the reaction yield, written as a fraction of the theoretical maximum amount of product (1.0 means a 100% yield; for example, 0.34 means a 34% yield). (1) The reactants are [OH:1][C:2]1[C:9]([O:10][CH3:11])=[CH:8][C:5]([CH:6]=[O:7])=[CH:4][C:3]=1[O:12][CH3:13].C([O-])([O-])=O.[Cs+].[Cs+].Br[CH2:21][CH2:22][CH3:23].O. The catalyst is CN(C=O)C. The product is [CH3:13][O:12][C:3]1[CH:4]=[C:5]([CH:8]=[C:9]([O:10][CH3:11])[C:2]=1[O:1][CH2:21][CH2:22][CH3:23])[CH:6]=[O:7]. The yield is 0.730. (2) The reactants are N[C:2]1[C:3]([C:12]([OH:14])=[O:13])=[CH:4][C:5]2[C:10]([CH:11]=1)=[CH:9][CH:8]=[CH:7][CH:6]=2.N([O-])=O.[Na+].[F:19][B-](F)(F)F.[H+]. The catalyst is Cl.O. The product is [F:19][C:2]1[C:3]([C:12]([OH:14])=[O:13])=[CH:4][C:5]2[C:10]([CH:11]=1)=[CH:9][CH:8]=[CH:7][CH:6]=2. The yield is 0.780. (3) The reactants are [C:1]([O:5][C:6]([N:8]([C:13]1[CH:14]=[C:15]([CH:21]=[CH:22][N:23]=1)[C:16]([O:18]CC)=[O:17])[S:9]([CH3:12])(=[O:11])=[O:10])=[O:7])([CH3:4])([CH3:3])[CH3:2].[Li+].[OH-].Cl. The catalyst is C1COCC1.C(OCC)(=O)C. The product is [C:1]([O:5][C:6]([N:8]([C:13]1[CH:14]=[C:15]([CH:21]=[CH:22][N:23]=1)[C:16]([OH:18])=[O:17])[S:9]([CH3:12])(=[O:11])=[O:10])=[O:7])([CH3:4])([CH3:2])[CH3:3]. The yield is 0.740. (4) The reactants are [C:1]([C:3]([C:6]1[CH:7]=[C:8]([CH:23]=[CH:24][CH:25]=1)[C:9]([NH:11][C:12]1[CH:17]=[CH:16][C:15]([CH3:18])=[C:14]([C:19](=[O:22])[CH2:20][SH:21])[CH:13]=1)=[O:10])([CH3:5])[CH3:4])#[N:2].Cl[C:27]1[C:28]([C:33]#[N:34])=[N:29][CH:30]=[CH:31][N:32]=1.C(=O)([O-])[O-].[Na+].[Na+]. The catalyst is C(O)C. The product is [NH2:34][C:33]1[C:28]2[C:27](=[N:32][CH:31]=[CH:30][N:29]=2)[S:21][C:20]=1[C:19]([C:14]1[CH:13]=[C:12]([NH:11][C:9](=[O:10])[C:8]2[CH:23]=[CH:24][CH:25]=[C:6]([C:3]([C:1]#[N:2])([CH3:4])[CH3:5])[CH:7]=2)[CH:17]=[CH:16][C:15]=1[CH3:18])=[O:22]. The yield is 0.210.